This data is from Reaction yield outcomes from USPTO patents with 853,638 reactions. The task is: Predict the reaction yield, written as a fraction of the theoretical maximum amount of product (1.0 means a 100% yield; for example, 0.34 means a 34% yield). (1) The reactants are CN(C)[CH:3]=[O:4].P(Cl)(Cl)(Cl)=O.[CH2:11]([O:13][C:14]([C:16]1[C:20]([C:21]2[CH:26]=[CH:25][CH:24]=[CH:23][CH:22]=2)=[CH:19][NH:18][C:17]=1[CH2:27][CH2:28][NH:29][C:30]([O:32][C:33]([CH3:36])([CH3:35])[CH3:34])=[O:31])=[O:15])[CH3:12].[OH-].[Na+]. The catalyst is ClCCl.O. The product is [CH2:11]([O:13][C:14]([C:16]1[C:20]([C:21]2[CH:26]=[CH:25][CH:24]=[CH:23][CH:22]=2)=[C:19]([CH:3]=[O:4])[NH:18][C:17]=1[CH2:27][CH2:28][NH:29][C:30]([O:32][C:33]([CH3:35])([CH3:34])[CH3:36])=[O:31])=[O:15])[CH3:12]. The yield is 0.819. (2) The reactants are [CH2:1]([N:3]1[C:7]2[N:8]=[C:9]([C:18]3[CH:23]=[CH:22][C:21]([NH:24][C:25]([NH:27][C:28]4[CH:36]=[CH:35][C:31]([C:32](O)=[O:33])=[CH:30][CH:29]=4)=[O:26])=[CH:20][CH:19]=3)[N:10]=[C:11]([N:12]3[CH2:17][CH2:16][O:15][CH2:14][CH2:13]3)[C:6]=2[N:5]=[N:4]1)[CH3:2].C[CH2:38][N:39]([CH2:42]C)[CH2:40]C.C1C=CC2N(O)N=NC=2C=1.CCN=C=[N:58][CH2:59][CH2:60][CH2:61][N:62]([CH3:64])[CH3:63]. The catalyst is C1COCC1. The product is [CH2:1]([N:3]1[C:7]2[N:8]=[C:9]([C:18]3[CH:23]=[CH:22][C:21]([NH:24][C:25]([NH:27][C:28]4[CH:36]=[CH:35][C:31]([C:32]([NH:58][CH2:59][CH2:60][CH2:61][N:62]5[CH2:63][CH2:40][N:39]([CH3:42])[CH2:38][CH2:64]5)=[O:33])=[CH:30][CH:29]=4)=[O:26])=[CH:20][CH:19]=3)[N:10]=[C:11]([N:12]3[CH2:17][CH2:16][O:15][CH2:14][CH2:13]3)[C:6]=2[N:5]=[N:4]1)[CH3:2]. The yield is 0.740. (3) The reactants are [Cl:1][C:2]1[C:7]([C:8]([F:11])([F:10])[F:9])=[CH:6][CH:5]=[C:4]([O:12][C:13]2[CH:18]=[CH:17][CH:16]=[C:15]([CH2:19]Cl)[CH:14]=2)[N:3]=1.[P:21]([O:28]CC)([O:25][CH2:26][CH3:27])[O:22][CH2:23][CH3:24]. The catalyst is C(OCC)(=O)C. The product is [Cl:1][C:2]1[C:7]([C:8]([F:11])([F:10])[F:9])=[CH:6][CH:5]=[C:4]([O:12][C:13]2[CH:18]=[CH:17][CH:16]=[C:15]([CH2:19][P:21]([O:25][CH2:26][CH3:27])([O:22][CH2:23][CH3:24])=[O:28])[CH:14]=2)[N:3]=1. The yield is 0.670. (4) The reactants are FC(F)(F)C(O)=O.C(OC([N:15]1[CH2:20][CH2:19][CH:18]([N:21]([CH2:23][C:24]2[CH:33]=[CH:32][C:27]3[O:28][CH2:29][CH2:30][O:31][C:26]=3[CH:25]=2)[CH3:22])[CH2:17][CH2:16]1)=O)(C)(C)C. The catalyst is ClCCl. The product is [O:28]1[C:27]2[CH:32]=[CH:33][C:24]([CH2:23][N:21]([CH3:22])[CH:18]3[CH2:17][CH2:16][NH:15][CH2:20][CH2:19]3)=[CH:25][C:26]=2[O:31][CH2:30][CH2:29]1. The yield is 0.990.